Predict the reactants needed to synthesize the given product. From a dataset of Full USPTO retrosynthesis dataset with 1.9M reactions from patents (1976-2016). The reactants are: [OH:1][C:2]1[CH:3]=[C:4]([C:8]#[C:9][C:10]2[CH:11]=[C:12]([C:16]([N:18]=[S@:19]([CH2:27][C:28](OCC)=[O:29])([C:21]3[CH:26]=[CH:25][CH:24]=[CH:23][CH:22]=3)=[O:20])=[O:17])[CH:13]=[N:14][CH:15]=2)[CH:5]=[CH:6][CH:7]=1.[CH2:33]([CH2:35][NH2:36])[OH:34]. Given the product [OH:34][CH2:33][CH2:35][NH:36][C:28](=[O:29])[CH2:27][S:19](=[O:20])([C:21]1[CH:26]=[CH:25][CH:24]=[CH:23][CH:22]=1)=[N:18][C:16](=[O:17])[C:12]1[CH:11]=[C:10]([C:9]#[C:8][C:4]2[CH:5]=[CH:6][CH:7]=[C:2]([OH:1])[CH:3]=2)[CH:15]=[N:14][CH:13]=1, predict the reactants needed to synthesize it.